From a dataset of Forward reaction prediction with 1.9M reactions from USPTO patents (1976-2016). Predict the product of the given reaction. (1) Given the reactants [CH:1]([O:4][C:5]([N:7]1[CH2:12][CH2:11][CH:10]([O:13][N:14]=[C:15]2[CH2:20][CH2:19][N:18]([C:21]3[CH:26]=[C:25]([F:27])[C:24]([CH2:28][C:29]([OH:31])=O)=[CH:23][C:22]=3[F:32])[CH2:17][CH2:16]2)[CH2:9][CH2:8]1)=[O:6])([CH3:3])[CH3:2].C1C=CC2N(O)N=NC=2C=1.CO.[CH3:45][N:46]([CH3:50])[CH2:47][CH2:48][NH2:49], predict the reaction product. The product is: [CH:1]([O:4][C:5]([N:7]1[CH2:12][CH2:11][CH:10]([O:13][N:14]=[C:15]2[CH2:20][CH2:19][N:18]([C:21]3[CH:26]=[C:25]([F:27])[C:24]([CH2:28][C:29](=[O:31])[NH:49][CH2:48][CH2:47][N:46]([CH3:50])[CH3:45])=[CH:23][C:22]=3[F:32])[CH2:17][CH2:16]2)[CH2:9][CH2:8]1)=[O:6])([CH3:3])[CH3:2]. (2) Given the reactants [Br:1][C:2]1[CH:3]=[C:4]([F:9])[C:5](F)=[N:6][CH:7]=1.C(N(CC)CC)C.[NH:17]1[CH2:22][CH2:21][O:20][CH2:19][CH2:18]1, predict the reaction product. The product is: [Br:1][C:2]1[CH:3]=[C:4]([F:9])[C:5]([N:17]2[CH2:22][CH2:21][O:20][CH2:19][CH2:18]2)=[N:6][CH:7]=1. (3) Given the reactants [CH3:1][N:2]1[C:7]([NH:8][C:9]2[CH:14]=[CH:13][N:12]=[C:11]([S:15][CH3:16])[N:10]=2)=[CH:6][C:5]([C:17]2[CH:22]=[CH:21][CH:20]=[CH:19][CH:18]=2)=[CH:4][C:3]1=[O:23].[C:24]([O-])([O-])=O.[K+].[K+].CI, predict the reaction product. The product is: [CH3:1][N:2]1[C:7]([N:8]([CH3:24])[C:9]2[CH:14]=[CH:13][N:12]=[C:11]([S:15][CH3:16])[N:10]=2)=[CH:6][C:5]([C:17]2[CH:18]=[CH:19][CH:20]=[CH:21][CH:22]=2)=[CH:4][C:3]1=[O:23]. (4) Given the reactants [H-].[Al+3].[Li+].[H-].[H-].[H-].[C:7]([O:11][C:12](=[O:21])[NH:13][C@@H:14]([CH2:17][NH:18][CH:19]=O)[CH2:15][CH3:16])([CH3:10])([CH3:9])[CH3:8].[OH-].[Na+].O, predict the reaction product. The product is: [C:7]([O:11][C:12](=[O:21])[NH:13][C@@H:14]([CH2:17][NH:18][CH3:19])[CH2:15][CH3:16])([CH3:8])([CH3:10])[CH3:9]. (5) Given the reactants [Si]([O:8][CH2:9][C:10]1[CH:15]=[CH:14][N:13]=[C:12]([NH:16][CH3:17])[N:11]=1)(C(C)(C)C)(C)C.O.O.O.[F-].C([N+](CCCC)(CCCC)CCCC)CCC, predict the reaction product. The product is: [OH:8][CH2:9][C:10]1[CH:15]=[CH:14][N:13]=[C:12]([NH:16][CH3:17])[N:11]=1. (6) The product is: [CH2:1]([N:8]([CH2:21][C:22]1[CH:27]=[CH:26][CH:25]=[CH:24][CH:23]=1)[C:9]1[CH:10]=[C:11]2[C:16](=[CH:17][C:18]=1[F:46])[C:15]([NH2:20])=[N:14][CH:13]=[CH:12]2)[C:2]1[CH:7]=[CH:6][CH:5]=[CH:4][CH:3]=1. Given the reactants [CH2:1]([N:8]([CH2:21][C:22]1[CH:27]=[CH:26][CH:25]=[CH:24][CH:23]=1)[C:9]1[CH:10]=[C:11]2[C:16](=[C:17](F)[CH:18]=1)[C:15]([NH2:20])=[N:14][CH:13]=[CH:12]2)[C:2]1[CH:7]=[CH:6][CH:5]=[CH:4][CH:3]=1.C(N(CC1C=CC=CC=1)C1C=C2C(=CC=1[F:46])C(=O)NC=C2)C1C=CC=CC=1.N, predict the reaction product.